Predict the reactants needed to synthesize the given product. From a dataset of Full USPTO retrosynthesis dataset with 1.9M reactions from patents (1976-2016). (1) Given the product [O:3]([CH2:10][CH2:11][CH:12]([CH2:18][C:19]1[CH:24]=[CH:23][C:22]([O:25][CH2:26][CH2:27][NH:28][C:29](=[O:42])[C:30]2[CH:31]=[CH:32][C:33]([C:36]3[CH:41]=[CH:40][CH:39]=[CH:38][N:37]=3)=[CH:34][CH:35]=2)=[CH:21][CH:20]=1)[C:13]([OH:15])=[O:14])[C:4]1[CH:5]=[CH:6][CH:7]=[CH:8][CH:9]=1, predict the reactants needed to synthesize it. The reactants are: [OH-].[K+].[O:3]([CH2:10][CH2:11][CH:12]([CH2:18][C:19]1[CH:24]=[CH:23][C:22]([O:25][CH2:26][CH2:27][NH:28][C:29](=[O:42])[C:30]2[CH:35]=[CH:34][C:33]([C:36]3[CH:41]=[CH:40][CH:39]=[CH:38][N:37]=3)=[CH:32][CH:31]=2)=[CH:21][CH:20]=1)[C:13]([O:15]CC)=[O:14])[C:4]1[CH:9]=[CH:8][CH:7]=[CH:6][CH:5]=1. (2) Given the product [C:1]1([CH:7]2[CH2:8][O:11][C:9](=[O:14])[CH2:10]2)[CH:2]=[CH:3][CH:4]=[CH:5][CH:6]=1, predict the reactants needed to synthesize it. The reactants are: [C:1]1([CH:7]2[CH2:10][C:9](=[O:11])[CH2:8]2)[CH:6]=[CH:5][CH:4]=[CH:3][CH:2]=1.NC(N)=[O:14].OO. (3) The reactants are: [C:1]([O:5][C:6]([N:8]1[CH2:14][CH2:13][C:12]2[S:15][C:16](Br)=[N:17][C:11]=2[CH2:10][CH2:9]1)=[O:7])([CH3:4])([CH3:3])[CH3:2].[CH3:19][O-:20].[Na+]. Given the product [C:1]([O:5][C:6]([N:8]1[CH2:14][CH2:13][C:12]2[S:15][C:16]([O:20][CH3:19])=[N:17][C:11]=2[CH2:10][CH2:9]1)=[O:7])([CH3:4])([CH3:3])[CH3:2], predict the reactants needed to synthesize it.